From a dataset of Forward reaction prediction with 1.9M reactions from USPTO patents (1976-2016). Predict the product of the given reaction. (1) Given the reactants ClC(Cl)(Cl)[C:3]([C:5]1[N:14]2[C:8]([CH2:9][N:10]([C:19]([C:21]3[CH:26]=[CH:25][C:24]([C:27]4[CH:32]=[CH:31][CH:30]=[CH:29][C:28]=4[CH3:33])=[C:23]([CH3:34])[CH:22]=3)=[O:20])[C:11]3[CH:18]=[CH:17][CH:16]=[CH:15][C:12]=3[CH2:13]2)=[CH:7][CH:6]=1)=[O:4].[CH3:37][O:38][C:39]1[CH:40]=[C:41]([CH:44]=[C:45]([O:47][CH3:48])[CH:46]=1)[CH2:42][NH2:43], predict the reaction product. The product is: [CH3:48][O:47][C:45]1[CH:44]=[C:41]([CH:40]=[C:39]([O:38][CH3:37])[CH:46]=1)[CH2:42][NH:43][C:3]([C:5]1[N:14]2[C:8]([CH2:9][N:10]([C:19]([C:21]3[CH:26]=[CH:25][C:24]([C:27]4[CH:32]=[CH:31][CH:30]=[CH:29][C:28]=4[CH3:33])=[C:23]([CH3:34])[CH:22]=3)=[O:20])[C:11]3[CH:18]=[CH:17][CH:16]=[CH:15][C:12]=3[CH2:13]2)=[CH:7][CH:6]=1)=[O:4]. (2) Given the reactants [NH:1]1[CH:5]=[CH:4][CH:3]=[C:2]1[C:6]([OH:8])=[O:7].[N+](=[CH2:11])=[N-].C(O)(=O)C, predict the reaction product. The product is: [CH3:11][O:7][C:6]([C:2]1[NH:1][CH:5]=[CH:4][CH:3]=1)=[O:8]. (3) Given the reactants [NH2:1][C:2]1[C:3]([C:7]([O:9]C)=O)=[CH:4][S:5][CH:6]=1.[C:11]([C:16]#[N:17])(=[O:15])[O:12][CH2:13][CH3:14].Cl, predict the reaction product. The product is: [OH:9][C:7]1[C:3]2[C:2](=[CH:6][S:5][CH:4]=2)[N:1]=[C:16]([C:11]([O:12][CH2:13][CH3:14])=[O:15])[N:17]=1. (4) Given the reactants [Br:1][C:2]1(B(O)O)[CH:7]=[CH:6][CH:5]=[C:4]([Br:8])[CH2:3]1.OO.[OH-:14].[Na+].[C:16]([O-])(O)=O.[Na+].[CH2:21]1[CH2:25]OC[CH2:22]1, predict the reaction product. The product is: [Br:1][C:2]1[CH:7]=[C:6]([O:14][C:21]([CH3:22])([CH3:25])[CH3:16])[CH:5]=[C:4]([Br:8])[CH:3]=1. (5) Given the reactants [C:1]([C:3]1[CH:8]=[CH:7][C:6]([CH:9]2[CH2:14][C:13](=[O:15])[N:12]([C:16]3[CH:21]=[CH:20][CH:19]=[C:18]([C:22]([F:25])([F:24])[F:23])[CH:17]=3)[C:11]([CH3:26])=[C:10]2[C:27]([OH:29])=[O:28])=[CH:5][CH:4]=1)#[N:2].C1N=CN(C(N2C=NC=C2)=O)C=1.O[CH2:43][CH2:44][N:45]1[CH2:49][CH2:48][CH2:47][CH2:46]1.C(N(CC)CC)C, predict the reaction product. The product is: [C:1]([C:3]1[CH:4]=[CH:5][C:6]([CH:9]2[CH2:14][C:13](=[O:15])[N:12]([C:16]3[CH:21]=[CH:20][CH:19]=[C:18]([C:22]([F:24])([F:25])[F:23])[CH:17]=3)[C:11]([CH3:26])=[C:10]2[C:27]([O:29][CH2:43][CH2:44][N:45]2[CH2:49][CH2:48][CH2:47][CH2:46]2)=[O:28])=[CH:7][CH:8]=1)#[N:2]. (6) The product is: [CH2:17]([O:19][C:20]([C:22]1([NH:31][C:14]([C:5]2[C:6]3[C:11](=[CH:10][CH:9]=[CH:8][CH:7]=3)[CH:12]=[CH:13][C:4]=2[O:3][CH2:1][CH3:2])=[O:16])[CH2:30][C:29]2[C:24](=[CH:25][CH:26]=[CH:27][CH:28]=2)[CH2:23]1)=[O:21])[CH3:18]. Given the reactants [CH2:1]([O:3][C:4]1[CH:13]=[CH:12][C:11]2[C:6](=[CH:7][CH:8]=[CH:9][CH:10]=2)[C:5]=1[C:14]([OH:16])=O)[CH3:2].[CH2:17]([O:19][C:20]([C:22]1([NH2:31])[CH2:30][C:29]2[C:24](=[CH:25][CH:26]=[CH:27][CH:28]=2)[CH2:23]1)=[O:21])[CH3:18].CN(C(ON1N=NC2C=CC=NC1=2)=[N+](C)C)C.F[P-](F)(F)(F)(F)F.CCN(C(C)C)C(C)C, predict the reaction product. (7) Given the reactants C(O[CH:4](OCC)[CH2:5][O:6][C@H:7]([CH2:17][CH:18]=[CH2:19])[CH2:8][O:9][CH2:10][C:11]1[CH:16]=[CH:15][CH:14]=[CH:13][CH:12]=1)C.C(O)C.S(O)(O)(=O)=O.[NH2:31][OH:32].C([O-])(=O)C.[Na+], predict the reaction product. The product is: [CH2:10]([O:9][CH2:8][C@H:7]([O:6][CH2:5][CH:4]=[N:31][OH:32])[CH2:17][CH:18]=[CH2:19])[C:11]1[CH:16]=[CH:15][CH:14]=[CH:13][CH:12]=1. (8) Given the reactants [N:1]1([C:6]2[CH:14]=[CH:13][C:9]([C:10]([OH:12])=O)=[CH:8][CH:7]=2)[CH:5]=[CH:4][N:3]=[CH:2]1.Cl.C(N=C=NCCCN(C)C)C.[NH2:27][CH:28]1[CH2:33][CH2:32][CH:31]([O:34][C:35](=[O:37])[CH3:36])[CH2:30][CH:29]1[C:38]1[CH:43]=[CH:42][C:41]([O:44][CH3:45])=[C:40]([O:46][CH2:47][CH3:48])[CH:39]=1, predict the reaction product. The product is: [N:1]1([C:6]2[CH:7]=[CH:8][C:9]([C:10]([NH:27][CH:28]3[CH2:33][CH2:32][CH:31]([O:34][C:35](=[O:37])[CH3:36])[CH2:30][CH:29]3[C:38]3[CH:43]=[CH:42][C:41]([O:44][CH3:45])=[C:40]([O:46][CH2:47][CH3:48])[CH:39]=3)=[O:12])=[CH:13][CH:14]=2)[CH:5]=[CH:4][N:3]=[CH:2]1.